Dataset: Peptide-MHC class II binding affinity with 134,281 pairs from IEDB. Task: Regression. Given a peptide amino acid sequence and an MHC pseudo amino acid sequence, predict their binding affinity value. This is MHC class II binding data. (1) The peptide sequence is SVEFDMSHLNLTMPN. The MHC is DRB1_0101 with pseudo-sequence DRB1_0101. The binding affinity (normalized) is 0.118. (2) The peptide sequence is YHFDLSGHAFGAMAK. The MHC is DRB3_0202 with pseudo-sequence DRB3_0202. The binding affinity (normalized) is 0.215. (3) The peptide sequence is KEDFLGSLVKEIPPRLLYAK. The MHC is DRB1_0701 with pseudo-sequence DRB1_0701. The binding affinity (normalized) is 0.825. (4) The peptide sequence is TTEVVGNVILKPSDE. The MHC is DRB1_0101 with pseudo-sequence DRB1_0101. The binding affinity (normalized) is 0.405. (5) The peptide sequence is KTGINENYAKKFKTG. The MHC is DRB1_0101 with pseudo-sequence DRB1_0101. The binding affinity (normalized) is 0.411.